Dataset: Reaction yield outcomes from USPTO patents with 853,638 reactions. Task: Predict the reaction yield, written as a fraction of the theoretical maximum amount of product (1.0 means a 100% yield; for example, 0.34 means a 34% yield). (1) The yield is 0.980. The product is [F:1][C:2]1[CH:3]=[CH:4][C:5](/[CH:8]=[CH:9]/[C:10]2[CH:15]=[CH:14][C:13]([S:16]([O-:18])=[O:17])=[CH:12][CH:11]=2)=[CH:6][CH:7]=1.[Na+:25]. The reactants are [F:1][C:2]1[CH:7]=[CH:6][C:5](/[CH:8]=[CH:9]/[C:10]2[CH:15]=[CH:14][C:13]([S:16](CCC#N)(=[O:18])=[O:17])=[CH:12][CH:11]=2)=[CH:4][CH:3]=1.C[O-].[Na+:25]. The catalyst is O1CCCC1.CO.CCCC(C)C.C(OCC)C. (2) The reactants are [F:1][CH:2]([F:17])[CH2:3][NH:4][CH:5]1[CH2:11][CH2:10][C:9]2[CH:12]=[C:13]([NH2:16])[CH:14]=[CH:15][C:8]=2[CH2:7][CH2:6]1.Cl[C:19]1[N:24]=[C:23]([NH:25][C:26]2[C:35]([F:36])=[CH:34][CH:33]=[CH:32][C:27]=2[C:28]([NH:30][CH3:31])=[O:29])[C:22]([Cl:37])=[CH:21][N:20]=1. No catalyst specified. The product is [Cl:37][C:22]1[C:23]([NH:25][C:26]2[C:35]([F:36])=[CH:34][CH:33]=[CH:32][C:27]=2[C:28]([NH:30][CH3:31])=[O:29])=[N:24][C:19]([NH:16][C:13]2[CH:14]=[CH:15][C:8]3[CH2:7][CH2:6][CH:5]([NH:4][CH2:3][CH:2]([F:17])[F:1])[CH2:11][CH2:10][C:9]=3[CH:12]=2)=[N:20][CH:21]=1. The yield is 0.143. (3) The reactants are [OH:1][C:2]1[CH:3]=[C:4]([CH:9]=[C:10]([OH:12])[CH:11]=1)[C:5]([O:7][CH3:8])=[O:6].C(=O)([O-])[O-].[K+].[K+].[CH2:19](Br)[C:20]1[CH:25]=[CH:24][CH:23]=[CH:22][CH:21]=1. The catalyst is CN(C=O)C. The product is [OH:1][C:2]1[CH:3]=[C:4]([CH:9]=[C:10]([O:12][CH2:19][C:20]2[CH:25]=[CH:24][CH:23]=[CH:22][CH:21]=2)[CH:11]=1)[C:5]([O:7][CH3:8])=[O:6]. The yield is 0.210. (4) The reactants are [F:1][C:2]1[CH:10]=[C:9]([F:11])[CH:8]=[CH:7][C:3]=1[C:4]([OH:6])=[O:5].[CH3:12][C:13](OC(OC(O[C:13]([CH3:15])([CH3:14])[CH3:12])=O)=O)([CH3:15])[CH3:14]. The catalyst is ClCCl.CC(O)(C)C. The product is [C:13]([O:5][C:4](=[O:6])[C:3]1[CH:7]=[CH:8][C:9]([F:11])=[CH:10][C:2]=1[F:1])([CH3:15])([CH3:14])[CH3:12]. The yield is 0.840. (5) The reactants are [F:1][C:2]1[CH:19]=[C:18]([N+:20]([O-:22])=[O:21])[CH:17]=[CH:16][C:3]=1[O:4][C:5]1[CH:10]=[CH:9][N:8]=[C:7]2[CH:11]=[C:12]([S:14][CH3:15])[S:13][C:6]=12.C1C=C(Cl)C=C(C(OO)=[O:31])C=1.O. The catalyst is C(Cl)Cl. The product is [F:1][C:2]1[CH:19]=[C:18]([N+:20]([O-:22])=[O:21])[CH:17]=[CH:16][C:3]=1[O:4][C:5]1[CH:10]=[CH:9][N:8]=[C:7]2[CH:11]=[C:12]([S:14]([CH3:15])=[O:31])[S:13][C:6]=12. The yield is 0.900. (6) The catalyst is CO.[Pd]. The product is [OH:8][CH2:9][C:10]1([C:15]([OH:17])=[O:16])[CH2:14][CH2:13][CH2:12][O:11]1. The yield is 1.00. The reactants are C([O:8][CH2:9][C:10]1([C:15]([OH:17])=[O:16])[CH2:14][CH2:13][CH2:12][O:11]1)C1C=CC=CC=1.N#N.